From a dataset of NCI-60 drug combinations with 297,098 pairs across 59 cell lines. Regression. Given two drug SMILES strings and cell line genomic features, predict the synergy score measuring deviation from expected non-interaction effect. (1) Drug 1: CC(C1=C(C=CC(=C1Cl)F)Cl)OC2=C(N=CC(=C2)C3=CN(N=C3)C4CCNCC4)N. Drug 2: CC1=C2C(C(=O)C3(C(CC4C(C3C(C(C2(C)C)(CC1OC(=O)C(C(C5=CC=CC=C5)NC(=O)OC(C)(C)C)O)O)OC(=O)C6=CC=CC=C6)(CO4)OC(=O)C)O)C)O. Cell line: HT29. Synergy scores: CSS=47.6, Synergy_ZIP=8.80, Synergy_Bliss=10.6, Synergy_Loewe=-8.41, Synergy_HSA=9.38. (2) Drug 1: CC1=CC2C(CCC3(C2CCC3(C(=O)C)OC(=O)C)C)C4(C1=CC(=O)CC4)C. Drug 2: CN(CCCl)CCCl.Cl. Cell line: HOP-62. Synergy scores: CSS=4.03, Synergy_ZIP=-0.301, Synergy_Bliss=1.21, Synergy_Loewe=-13.6, Synergy_HSA=-4.30. (3) Drug 1: CC12CCC3C(C1CCC2O)C(CC4=C3C=CC(=C4)O)CCCCCCCCCS(=O)CCCC(C(F)(F)F)(F)F. Drug 2: CC1=C(C(=O)C2=C(C1=O)N3CC4C(C3(C2COC(=O)N)OC)N4)N. Cell line: A498. Synergy scores: CSS=15.4, Synergy_ZIP=-11.5, Synergy_Bliss=-4.04, Synergy_Loewe=-30.5, Synergy_HSA=-5.80. (4) Drug 1: C1=CC(=CC=C1CCCC(=O)O)N(CCCl)CCCl. Drug 2: C1CCC(C(C1)N)N.C(=O)(C(=O)[O-])[O-].[Pt+4]. Cell line: M14. Synergy scores: CSS=2.89, Synergy_ZIP=-4.46, Synergy_Bliss=0.658, Synergy_Loewe=-1.09, Synergy_HSA=-0.0484. (5) Drug 1: CNC(=O)C1=CC=CC=C1SC2=CC3=C(C=C2)C(=NN3)C=CC4=CC=CC=N4. Drug 2: CCC1(CC2CC(C3=C(CCN(C2)C1)C4=CC=CC=C4N3)(C5=C(C=C6C(=C5)C78CCN9C7C(C=CC9)(C(C(C8N6C)(C(=O)OC)O)OC(=O)C)CC)OC)C(=O)OC)O.OS(=O)(=O)O. Cell line: HOP-62. Synergy scores: CSS=17.2, Synergy_ZIP=-1.69, Synergy_Bliss=5.64, Synergy_Loewe=-20.0, Synergy_HSA=3.35.